This data is from Forward reaction prediction with 1.9M reactions from USPTO patents (1976-2016). The task is: Predict the product of the given reaction. (1) Given the reactants CCN(C(C)C)C(C)C.C([Si](C)(C)[O:15][C:16]1[CH:21]=[CH:20][C:19]([O:22][CH2:23][CH:24]2[CH2:26][O:25]2)=[CH:18][CH:17]=1)(C)(C)C.Cl.[CH3:30][C:31]1[N:32]=[C:33]([N:40]2[CH2:45][CH2:44][CH:43]([NH2:46])[CH2:42][CH2:41]2)[C:34]2[CH:39]=[CH:38][S:37][C:35]=2[N:36]=1, predict the reaction product. The product is: [OH:25][CH:24]([CH2:26][NH:46][CH:43]1[CH2:42][CH2:41][N:40]([C:33]2[C:34]3[CH:39]=[CH:38][S:37][C:35]=3[N:36]=[C:31]([CH3:30])[N:32]=2)[CH2:45][CH2:44]1)[CH2:23][O:22][C:19]1[CH:18]=[CH:17][C:16]([OH:15])=[CH:21][CH:20]=1. (2) Given the reactants ClC1C=C(C=CC=1)C(OO)=[O:6].[N:12]1([CH2:25][CH2:26][CH2:27][NH:28][C:29](=[O:35])[O:30][C:31]([CH3:34])([CH3:33])[CH3:32])[C:24]2[C:23]3[CH:22]=[CH:21][CH:20]=[CH:19][C:18]=3[N:17]=[CH:16][C:15]=2[N:14]=[CH:13]1, predict the reaction product. The product is: [O-:6][N+:17]1[C:18]2[CH:19]=[CH:20][CH:21]=[CH:22][C:23]=2[C:24]2[N:12]([CH2:25][CH2:26][CH2:27][NH:28][C:29](=[O:35])[O:30][C:31]([CH3:32])([CH3:34])[CH3:33])[CH:13]=[N:14][C:15]=2[CH:16]=1.